From a dataset of Catalyst prediction with 721,799 reactions and 888 catalyst types from USPTO. Predict which catalyst facilitates the given reaction. (1) Reactant: [CH3:1][CH:2]([CH3:22])[CH2:3][CH:4]([C:6]1[CH:11]=[CH:10][C:9]([C:12]2[CH:17]=[CH:16][C:15]([C:18]([F:21])([F:20])[F:19])=[CH:14][CH:13]=2)=[CH:8][CH:7]=1)[NH2:5].CC(S(N)=O)(C)C.Cl[C:31]1[N:36]=[CH:35][C:34]([C:37]([O:39][CH3:40])=[O:38])=[CH:33][N:32]=1.C(N(C(C)C)CC)(C)C. Product: [CH3:1][CH:2]([CH3:22])[CH2:3][CH:4]([NH:5][C:31]1[N:36]=[CH:35][C:34]([C:37]([O:39][CH3:40])=[O:38])=[CH:33][N:32]=1)[C:6]1[CH:11]=[CH:10][C:9]([C:12]2[CH:17]=[CH:16][C:15]([C:18]([F:19])([F:20])[F:21])=[CH:14][CH:13]=2)=[CH:8][CH:7]=1. The catalyst class is: 41. (2) Reactant: ClC1C=C(C=CC=1)C(OO)=[O:6].[CH3:12][CH:13]([CH3:28])[CH2:14][N:15]1[C:27]2[C:26]3[N:25]=[CH:24][CH:23]=[CH:22][C:21]=3[N:20]=[CH:19][C:18]=2[N:17]=[CH:16]1. Product: [CH3:12][CH:13]([CH3:28])[CH2:14][N:15]1[C:27]2[C:26]3[N:25]=[CH:24][CH:23]=[CH:22][C:21]=3[N+:20]([O-:6])=[CH:19][C:18]=2[N:17]=[CH:16]1. The catalyst class is: 22. (3) Reactant: [Cl-].[Al+3].[Cl-].[Cl-].[C:5](Cl)(=[O:8])[CH2:6][CH3:7].[F:10][C:11]1[C:16]([F:17])=[CH:15][CH:14]=[CH:13][C:12]=1[O:18][CH3:19]. Product: [F:17][C:16]1[C:11]([F:10])=[C:12]([O:18][CH3:19])[CH:13]=[CH:14][C:15]=1[C:5](=[O:8])[CH2:6][CH3:7]. The catalyst class is: 463. (4) Reactant: [O:1]([CH2:8][C:9]1[N:13]([CH2:14][C:15]2[CH:20]=[CH:19][C:18]([O:21][C:22]([F:25])([F:24])[F:23])=[CH:17][CH:16]=2)[C:12]2[CH:26]=[CH:27][C:28]([C:30](O)=[O:31])=[CH:29][C:11]=2[N:10]=1)[C:2]1[CH:7]=[CH:6][CH:5]=[CH:4][CH:3]=1.CC(C)N=C=NC(C)C.[C:42]1([CH2:52][NH2:53])[C:51]2[C:46](=[CH:47][CH:48]=[CH:49][CH:50]=2)[CH:45]=[CH:44][CH:43]=1. Product: [C:42]1([CH2:52][NH:53][C:30]([C:28]2[CH:27]=[CH:26][C:12]3[N:13]([CH2:14][C:15]4[CH:20]=[CH:19][C:18]([O:21][C:22]([F:25])([F:23])[F:24])=[CH:17][CH:16]=4)[C:9]([CH2:8][O:1][C:2]4[CH:3]=[CH:4][CH:5]=[CH:6][CH:7]=4)=[N:10][C:11]=3[CH:29]=2)=[O:31])[C:51]2[C:46](=[CH:47][CH:48]=[CH:49][CH:50]=2)[CH:45]=[CH:44][CH:43]=1. The catalyst class is: 1. (5) Reactant: [CH2:1]([N:3]1[CH:7]([CH2:8][O:9][C:10]([C:23]2[CH:28]=[CH:27][CH:26]=[CH:25][CH:24]=2)([C:17]2[CH:22]=[CH:21][CH:20]=[CH:19][CH:18]=2)[C:11]2[CH:16]=[CH:15][CH:14]=[CH:13][CH:12]=2)[CH2:6][CH:5]([CH3:29])[C:4]1=[O:30])[CH3:2].[CH:31]([N-]C(C)C)(C)C.[Li+].IC. Product: [CH2:1]([N:3]1[CH:7]([CH2:8][O:9][C:10]([C:23]2[CH:28]=[CH:27][CH:26]=[CH:25][CH:24]=2)([C:17]2[CH:18]=[CH:19][CH:20]=[CH:21][CH:22]=2)[C:11]2[CH:16]=[CH:15][CH:14]=[CH:13][CH:12]=2)[CH2:6][C:5]([CH3:31])([CH3:29])[C:4]1=[O:30])[CH3:2]. The catalyst class is: 7. (6) Reactant: [F:1][C:2]([F:21])([F:20])[C:3]1[CH:4]=[C:5]([CH:13]([N:15]([CH3:19])[C:16](Cl)=[O:17])[CH3:14])[CH:6]=[C:7]([C:9]([F:12])([F:11])[F:10])[CH:8]=1.C(N(CC)C(C)C)(C)C.[CH2:31]([N:38]1[CH2:46][CH:45]2[CH:40]([CH:41]([C:47]3[CH:52]=[CH:51][C:50]([F:53])=[CH:49][CH:48]=3)[NH:42][CH2:43][CH2:44]2)[CH2:39]1)[C:32]1[CH:37]=[CH:36][CH:35]=[CH:34][CH:33]=1. Product: [CH2:31]([N:38]1[CH2:46][CH:45]2[CH:40]([CH:41]([C:47]3[CH:48]=[CH:49][C:50]([F:53])=[CH:51][CH:52]=3)[N:42]([C:16]([N:15]([CH:13]([C:5]3[CH:4]=[C:3]([C:2]([F:21])([F:20])[F:1])[CH:8]=[C:7]([C:9]([F:12])([F:11])[F:10])[CH:6]=3)[CH3:14])[CH3:19])=[O:17])[CH2:43][CH2:44]2)[CH2:39]1)[C:32]1[CH:33]=[CH:34][CH:35]=[CH:36][CH:37]=1. The catalyst class is: 79.